From a dataset of Forward reaction prediction with 1.9M reactions from USPTO patents (1976-2016). Predict the product of the given reaction. (1) The product is: [CH2:1]([O:3][CH:4]([O:10][CH2:11][CH3:12])[C:5]([NH2:13])=[O:6])[CH3:2]. Given the reactants [CH2:1]([O:3][CH:4]([O:10][CH2:11][CH3:12])[C:5](OCC)=[O:6])[CH3:2].[NH4+:13].[OH-], predict the reaction product. (2) Given the reactants Cl[C:2]1[C:11]2[C:6](=[CH:7][C:8]([O:12][CH3:13])=[CH:9][CH:10]=2)[CH:5]=[C:4]([NH:14][C:15]2[CH:19]=[CH:18][NH:17][N:16]=2)[N:3]=1.[CH3:20][C:21]1[C:22](B(O)O)=[CH:23][S:24][CH:25]=1, predict the reaction product. The product is: [CH3:13][O:12][C:8]1[CH:7]=[C:6]2[C:11](=[CH:10][CH:9]=1)[C:2]([C:22]1[C:21]([CH3:20])=[CH:25][S:24][CH:23]=1)=[N:3][C:4]([NH:14][C:15]1[CH:19]=[CH:18][NH:17][N:16]=1)=[CH:5]2. (3) Given the reactants [CH3:1][C:2]1[NH:3][C:4](=[O:26])[C:5]([CH2:11][C:12]2[CH:17]=[CH:16][C:15]([C:18]3[C:19]([C:24]#[N:25])=[CH:20][CH:21]=[CH:22][CH:23]=3)=[CH:14][CH:13]=2)=[C:6]([CH2:8][CH2:9][CH3:10])[N:7]=1.[CH3:27][CH:28]1[CH2:32][C:31]2[CH:33]=[C:34](B(O)O)[CH:35]=[CH:36][C:30]=2[O:29]1.C(N(CC)CC)C.N1C=CC=CC=1, predict the reaction product. The product is: [CH3:1][C:2]1[N:3]([C:34]2[CH:35]=[CH:36][C:30]3[O:29][CH:28]([CH3:27])[CH2:32][C:31]=3[CH:33]=2)[C:4](=[O:26])[C:5]([CH2:11][C:12]2[CH:17]=[CH:16][C:15]([C:18]3[C:19]([C:24]#[N:25])=[CH:20][CH:21]=[CH:22][CH:23]=3)=[CH:14][CH:13]=2)=[C:6]([CH2:8][CH2:9][CH3:10])[N:7]=1. (4) Given the reactants [BH3-]C#N.[Na+].[N:5]1([CH:11]2[CH2:16][CH2:15][N:14]([C:17]([O:19][C:20]([CH3:23])([CH3:22])[CH3:21])=[O:18])[CH2:13][CH2:12]2)[CH2:10][CH2:9][NH:8][CH2:7][CH2:6]1.[CH:24]1([CH:27]=O)[CH2:26][CH2:25]1, predict the reaction product. The product is: [CH:24]1([CH2:27][N:8]2[CH2:7][CH2:6][N:5]([CH:11]3[CH2:16][CH2:15][N:14]([C:17]([O:19][C:20]([CH3:23])([CH3:22])[CH3:21])=[O:18])[CH2:13][CH2:12]3)[CH2:10][CH2:9]2)[CH2:26][CH2:25]1. (5) Given the reactants [C:1](Cl)(=[O:4])[CH:2]=[CH2:3].[Cl:6][C:7]1[C:8]([C:31]2[CH:32]=[N:33][N:34]3[CH:39]=[CH:38][CH:37]=[CH:36][C:35]=23)=[N:9][C:10]([NH:13][C:14]2[C:19]([O:20][CH3:21])=[CH:18][C:17]([N:22]3[CH2:26][CH2:25][C@H:24]([N:27]([CH3:29])[CH3:28])[CH2:23]3)=[C:16]([NH2:30])[CH:15]=2)=[N:11][CH:12]=1.CCN(C(C)C)C(C)C, predict the reaction product. The product is: [Cl:6][C:7]1[C:8]([C:31]2[CH:32]=[N:33][N:34]3[CH:39]=[CH:38][CH:37]=[CH:36][C:35]=23)=[N:9][C:10]([NH:13][C:14]2[C:19]([O:20][CH3:21])=[CH:18][C:17]([N:22]3[CH2:26][CH2:25][C@H:24]([N:27]([CH3:29])[CH3:28])[CH2:23]3)=[C:16]([NH:30][C:1](=[O:4])[CH:2]=[CH2:3])[CH:15]=2)=[N:11][CH:12]=1. (6) Given the reactants [CH3:1][C:2]([C:4]1[CH:9]=[CH:8][C:7]([I:10])=[CH:6][CH:5]=1)=[O:3].O=[CH:12][C:13]1[CH:21]=[CH:20][C:18]([OH:19])=[C:15]([O:16][CH3:17])[CH:14]=1.[OH-].[K+], predict the reaction product. The product is: [OH:19][C:18]1[CH:20]=[CH:21][C:13]([CH:12]=[CH:1][C:2]([C:4]2[CH:9]=[CH:8][C:7]([I:10])=[CH:6][CH:5]=2)=[O:3])=[CH:14][C:15]=1[O:16][CH3:17].